This data is from Forward reaction prediction with 1.9M reactions from USPTO patents (1976-2016). The task is: Predict the product of the given reaction. (1) Given the reactants [NH2:1][C:2]1[S:3][C:4]2[C:10](=[O:11])[CH2:9][CH2:8][CH2:7][C:5]=2[N:6]=1.C1CCN2C(=NCCC2)CC1.N1([C:28](=[O:33])[CH2:29][CH2:30][O:31][CH3:32])C=CN=C1, predict the reaction product. The product is: [CH3:32][O:31][CH2:30][CH2:29][C:28]([NH:1][C:2]1[S:3][C:4]2[C:10](=[O:11])[CH2:9][CH2:8][CH2:7][C:5]=2[N:6]=1)=[O:33]. (2) Given the reactants [NH2:1][C:2]1[C:7]2[NH:8][C:9](=[S:19])[N:10]([CH2:11][CH2:12][NH:13][CH2:14][C:15]([CH3:18])([CH3:17])[CH3:16])[C:6]=2[CH:5]=[CH:4][N:3]=1.I[C:21]1[C:22]([N:30]([CH3:32])[CH3:31])=[CH:23][C:24]2[O:28][CH2:27][O:26][C:25]=2[CH:29]=1.CC1C=CC2C=CC3C=CC(C)=NC=3C=2N=1.O.CC([O-])(C)C.[Na+].C(NCCN1C2C=CN=C(N)C=2N=C1SC1C(C=C)=CC2OCOC=2C=1)C(C)(C)C, predict the reaction product. The product is: [CH3:31][N:30]([CH3:32])[C:22]1[C:21]([S:19][C:9]2[N:10]([CH2:11][CH2:12][NH:13][CH2:14][C:15]([CH3:16])([CH3:18])[CH3:17])[C:6]3[CH:5]=[CH:4][N:3]=[C:2]([NH2:1])[C:7]=3[N:8]=2)=[CH:29][C:25]2[O:26][CH2:27][O:28][C:24]=2[CH:23]=1. (3) The product is: [Cl:15][C:11]1[CH:10]=[C:9]2[C:14]([C:6]([NH:5][C:3](=[O:4])[CH2:2][NH:22][CH:16]3[CH2:21][CH2:20][CH2:19][CH2:18][CH2:17]3)=[N:7][NH:8]2)=[CH:13][CH:12]=1. Given the reactants Cl[CH2:2][C:3]([NH:5][C:6]1[C:14]2[C:9](=[CH:10][C:11]([Cl:15])=[CH:12][CH:13]=2)[NH:8][N:7]=1)=[O:4].[CH:16]1([NH2:22])[CH2:21][CH2:20][CH2:19][CH2:18][CH2:17]1, predict the reaction product. (4) Given the reactants [OH:1][CH2:2][C:3]([F:9])([F:8])[S:4](Cl)(=[O:6])=[O:5].C(=O)([O-])O.[Na+].[OH:15][N:16]1[C:20](=[O:21])[CH2:19][CH2:18][C:17]1=[O:22].O, predict the reaction product. The product is: [F:8][C:3]([F:9])([S:4]([O:15][N:16]1[C:20](=[O:21])[CH2:19][CH2:18][C:17]1=[O:22])(=[O:6])=[O:5])[CH2:2][OH:1].